Dataset: Reaction yield outcomes from USPTO patents with 853,638 reactions. Task: Predict the reaction yield, written as a fraction of the theoretical maximum amount of product (1.0 means a 100% yield; for example, 0.34 means a 34% yield). (1) The reactants are O[CH2:2][N:3]1[CH2:7][CH:6]([CH2:8][CH2:9][CH3:10])[CH2:5][C:4]1=[O:11].C(N(CC)C(=O)OCN1CC(CCC)CC1=O)C.[Cl:30][C:31]1[NH:35][C:34]2[CH:36]=[CH:37][CH:38]=[CH:39][C:33]=2[N:32]=1. The catalyst is C(#N)C. The product is [Cl:30][C:31]1[N:35]([CH2:2][N:3]2[CH2:7][CH:6]([CH2:8][CH2:9][CH3:10])[CH2:5][C:4]2=[O:11])[C:34]2[CH:36]=[CH:37][CH:38]=[CH:39][C:33]=2[N:32]=1. The yield is 0.492. (2) The reactants are [C:1](#[N:10])[CH:2]=[CH:3][C:4]1[CH:9]=[CH:8][CH:7]=[CH:6][CH:5]=1.C(=O)([S:13][CH2:14][CH2:15][C:16]([N:18]([CH3:20])[CH3:19])=[O:17])C.C1CCN2C(=NCCC2)CC1. The catalyst is CO. The product is [C:1]([CH2:2][CH:3]([S:13][CH2:14][CH2:15][C:16]([N:18]([CH3:20])[CH3:19])=[O:17])[C:4]1[CH:9]=[CH:8][CH:7]=[CH:6][CH:5]=1)#[N:10]. The yield is 0.680. (3) The reactants are [CH3:1][O:2][CH2:3][N:4]1[C:12]2[C:7](=[C:8]([CH3:22])[CH:9]=[CH:10][C:11]=2[NH:13][S:14]([C:17]2[S:18][CH:19]=[CH:20][CH:21]=2)(=[O:16])=[O:15])[CH:6]=[C:5]1[C:23]([O:25][CH2:26][CH3:27])=[O:24].CI.[C:30](=O)([O-])[O-].[K+].[K+]. The catalyst is CN(C)C=O. The product is [CH3:1][O:2][CH2:3][N:4]1[C:12]2[C:7](=[C:8]([CH3:22])[CH:9]=[CH:10][C:11]=2[N:13]([CH3:30])[S:14]([C:17]2[S:18][CH:19]=[CH:20][CH:21]=2)(=[O:16])=[O:15])[CH:6]=[C:5]1[C:23]([O:25][CH2:26][CH3:27])=[O:24]. The yield is 0.850. (4) The reactants are [C:1]([N:8]1[CH2:15][C@@H:14]([OH:16])[CH2:13][C@H:9]1[C:10]([OH:12])=O)([O:3][C:4]([CH3:7])([CH3:6])[CH3:5])=[O:2].F[B-](F)(F)F.N1(OC(N(C)C)=[N+](C)C)C2C=CC=CC=2N=N1.S(C1C=CC(C)=CC=1)(O)(=O)=O.[CH3:50][NH:51][CH2:52][CH2:53][CH2:54][CH2:55][CH:56]=[CH2:57].CCN(C(C)C)C(C)C. The catalyst is CN(C=O)C. The product is [CH2:52]([N:51]([CH3:50])[C:10]([C@@H:9]1[CH2:13][C@@H:14]([OH:16])[CH2:15][N:8]1[C:1]([O:3][C:4]([CH3:5])([CH3:6])[CH3:7])=[O:2])=[O:12])[CH2:53][CH2:54][CH2:55][CH:56]=[CH2:57]. The yield is 0.950. (5) The catalyst is C(Cl)(Cl)Cl.CO. The yield is 0.350. The product is [C:1]([C:5]1[N:10]=[C:9]([N:11]2[CH2:16][CH2:15][N:14]([CH2:17][CH2:18][CH2:19][CH2:20][NH:21][C:31]([N:47]3[CH2:46][CH2:45][N:44]([C:41]4[CH:40]=[CH:39][C:38]([CH3:50])=[CH:43][CH:42]=4)[CH2:49][CH2:48]3)=[O:32])[CH2:13][CH2:12]2)[CH:8]=[C:7]([C:22]([F:24])([F:25])[F:23])[N:6]=1)([CH3:4])([CH3:2])[CH3:3]. The reactants are [C:1]([C:5]1[N:10]=[C:9]([N:11]2[CH2:16][CH2:15][N:14]([CH2:17][CH2:18][CH2:19][CH2:20][NH2:21])[CH2:13][CH2:12]2)[CH:8]=[C:7]([C:22]([F:25])([F:24])[F:23])[N:6]=1)([CH3:4])([CH3:3])[CH3:2].C1N=CN([C:31](N2C=NC=C2)=[O:32])C=1.[C:38]1([CH3:50])[CH:43]=[CH:42][C:41]([N:44]2[CH2:49][CH2:48][NH:47][CH2:46][CH2:45]2)=[CH:40][CH:39]=1.